From a dataset of Forward reaction prediction with 1.9M reactions from USPTO patents (1976-2016). Predict the product of the given reaction. (1) Given the reactants Cl[C:2]1C=C([N+]([O-])=O)C=C[C:3]=1[NH2:4].[C:12]([OH:16])(=[O:15])[CH2:13][CH3:14].N(OS(=O)(=O)O)=O.S(=O)(=O)(O)N.[Cl:29][C:30]1[CH:35]=[C:34]([N+:36]([O-:38])=[O:37])[CH:33]=[CH:32][C:31]=1[N:39]=[N:40][C:41]1[CH:57]=[CH:56][C:44]([N:45](CC)[CH2:46][C:47](=C=O)OCC#N)=[CH:43][C:42]=1[NH:58][C:59](=[O:61])[CH3:60], predict the reaction product. The product is: [Cl:29][C:30]1[CH:35]=[C:34]([N+:36]([O-:38])=[O:37])[CH:33]=[CH:32][C:31]=1[N:39]=[N:40][C:41]1[CH:57]=[CH:56][C:44]([N:45]([CH2:46][CH3:47])[CH2:14][CH2:13][C:12]([O:16][CH2:2][C:3]#[N:4])=[O:15])=[CH:43][C:42]=1[NH:58][C:59](=[O:61])[CH3:60]. (2) Given the reactants Br[C:2]1[CH:9]=[CH:8][C:5]([C:6]#[N:7])=[C:4]([F:10])[CH:3]=1.[CH3:11][O:12][C:13]1[CH:18]=[CH:17][C:16](B(O)O)=[CH:15][CH:14]=1, predict the reaction product. The product is: [F:10][C:4]1[CH:3]=[C:2]([C:16]2[CH:17]=[CH:18][C:13]([O:12][CH3:11])=[CH:14][CH:15]=2)[CH:9]=[CH:8][C:5]=1[C:6]#[N:7]. (3) Given the reactants [C:1]([C:3]1[CH:8]=[CH:7][C:6]([NH:9][CH:10]=O)=[CH:5][CH:4]=1)#[N:2].[Cl:12][C:13]1[N:21]=[C:20]2[C:16]([N:17]=[CH:18][N:19]2[CH3:22])=C(Cl)[N:14]=1, predict the reaction product. The product is: [Cl:12][C:13]1[N:21]=[C:20]2[C:16]([N:17]=[CH:18][N:19]2[CH3:22])=[C:10]([NH:9][C:6]2[CH:7]=[CH:8][C:3]([C:1]#[N:2])=[CH:4][CH:5]=2)[N:14]=1. (4) Given the reactants [OH-].[Li+:2].[Cl:3][C:4]1[CH:29]=[C:28]([Cl:30])[CH:27]=[CH:26][C:5]=1[C:6]([NH:8][C:9]1[CH:18]=[CH:17][C:16]([O:19][CH2:20][C:21]2[S:22][CH:23]=[CH:24][CH:25]=2)=[CH:15][C:10]=1[C:11]([O:13]C)=[O:12])=[O:7], predict the reaction product. The product is: [Cl:3][C:4]1[CH:29]=[C:28]([Cl:30])[CH:27]=[CH:26][C:5]=1[C:6]([NH:8][C:9]1[CH:18]=[CH:17][C:16]([O:19][CH2:20][C:21]2[S:22][CH:23]=[CH:24][CH:25]=2)=[CH:15][C:10]=1[C:11]([O-:13])=[O:12])=[O:7].[Li+:2]. (5) Given the reactants Br[C:2]1[CH:7]=[CH:6][CH:5]=[CH:4][C:3]=1[CH:8]([CH:13]=O)[C:9]([O:11][CH3:12])=[O:10].[NH2:15][C:16]1[C:17]([C:25]([OH:27])=[O:26])=[CH:18][C:19]2[O:23][CH2:22][O:21][C:20]=2[CH:24]=1.[O-]P([O-])([O-])=O.[K+].[K+].[K+].C(O)CO, predict the reaction product. The product is: [CH3:12][O:11][C:9]([C:8]1[C:3]2[C:2](=[CH:7][CH:6]=[CH:5][CH:4]=2)[N:15]([C:16]2[C:17]([C:25]([OH:27])=[O:26])=[CH:18][C:19]3[O:23][CH2:22][O:21][C:20]=3[CH:24]=2)[CH:13]=1)=[O:10]. (6) Given the reactants [CH3:1][O:2][C:3](=[O:16])[CH2:4][C:5]1[C:9]2[C:10]([CH3:15])=[CH:11][C:12]([OH:14])=[CH:13][C:8]=2[O:7][CH:6]=1, predict the reaction product. The product is: [CH3:1][O:2][C:3](=[O:16])[CH2:4][CH:5]1[C:9]2[C:10]([CH3:15])=[CH:11][C:12]([OH:14])=[CH:13][C:8]=2[O:7][CH2:6]1.